Dataset: Forward reaction prediction with 1.9M reactions from USPTO patents (1976-2016). Task: Predict the product of the given reaction. (1) Given the reactants [Br:1][C:2]1[N:3]=[C:4]2[C:11]([C:12]([OH:14])=O)=[CH:10][N:9]([CH2:15][O:16][CH2:17][CH2:18][Si:19]([CH3:22])([CH3:21])[CH3:20])[C:5]2=[N:6][C:7]=1[Cl:8].Cl.CN(C)CCCN=C=NCC.C1C=CC2N(O)N=NC=2C=1.[CH3:45][C:46]([NH2:49])([CH3:48])[CH3:47], predict the reaction product. The product is: [Br:1][C:2]1[N:3]=[C:4]2[C:11]([C:12]([NH:49][C:46]([CH3:48])([CH3:47])[CH3:45])=[O:14])=[CH:10][N:9]([CH2:15][O:16][CH2:17][CH2:18][Si:19]([CH3:22])([CH3:21])[CH3:20])[C:5]2=[N:6][C:7]=1[Cl:8]. (2) Given the reactants [CH2:1]([C:3]1[CH:4]=[CH:5][CH:6]=[C:7]2[C:11]=1[NH:10][CH:9]=[CH:8]2)[CH3:2].[Cl-].[CH3:13][O:14][C:15]1[CH:24]=[CH:23][CH:22]=[CH:21][C:16]=1[CH:17]=[N+:18]([CH3:20])[CH3:19].COC1C=CC=CC=1C=O.CNC, predict the reaction product. The product is: [CH2:1]([C:3]1[CH:4]=[CH:5][CH:6]=[C:7]2[C:11]=1[NH:10][CH:9]=[C:8]2[CH:17]([N:18]([CH3:19])[CH3:20])[C:16]1[CH:21]=[CH:22][CH:23]=[CH:24][C:15]=1[O:14][CH3:13])[CH3:2]. (3) Given the reactants [C:1]([O:5][CH:6]([C:11]1[N:16]([CH3:17])[C:15](=[O:18])[C:14]2[NH:19][CH:20]=[CH:21][C:13]=2[C:12]=1[C:22]1[CH:27]=[CH:26][C:25]([CH3:28])=[CH:24][CH:23]=1)[C:7]([O:9][CH3:10])=[O:8])([CH3:4])([CH3:3])[CH3:2].Br[CH2:30][C:31]1[CH:39]=[CH:38][C:34]2=[N:35][O:36][N:37]=[C:33]2[CH:32]=1.C(=O)([O-])[O-].[Cs+].[Cs+].O, predict the reaction product. The product is: [N:35]1[O:36][N:37]=[C:33]2[CH:32]=[C:31]([CH2:30][N:19]3[C:14]4[C:15](=[O:18])[N:16]([CH3:17])[C:11]([CH:6]([O:5][C:1]([CH3:4])([CH3:3])[CH3:2])[C:7]([O:9][CH3:10])=[O:8])=[C:12]([C:22]5[CH:27]=[CH:26][C:25]([CH3:28])=[CH:24][CH:23]=5)[C:13]=4[CH:21]=[CH:20]3)[CH:39]=[CH:38][C:34]=12. (4) Given the reactants Br[C:2]1[CH:3]=[CH:4][C:5]2[NH:6][C:7]3[C:12]([C:13]=2[CH:14]=1)=[CH:11][C:10](Br)=[CH:9][CH:8]=3.[C:16]1([N:22]2[C:34]3[CH:33]=[CH:32][C:31](B(O)O)=[CH:30][C:29]=3[C:28]3[C:23]2=[CH:24][CH:25]=[CH:26][CH:27]=3)[CH:21]=[CH:20][CH:19]=[CH:18][CH:17]=1.[C:53]1([CH3:58])[CH:54]=[CH:55][CH:56]=[CH:57][C:52]=1P([C:52]1[CH:57]=[CH:56][CH:55]=[CH:54][C:53]=1[CH3:58])[C:52]1[CH:57]=[CH:56][CH:55]=[CH:54][C:53]=1[CH3:58].C(=O)([O-])[O-].[K+].[K+], predict the reaction product. The product is: [C:16]1([N:22]2[C:34]3[CH:33]=[CH:32][C:31]([C:2]4[CH:3]=[CH:4][C:5]5[NH:6][C:7]6[C:12]([C:13]=5[CH:14]=4)=[CH:11][C:10]([C:55]4[CH:56]=[CH:57][C:52]5[N:6]([C:5]7[CH:4]=[CH:3][CH:2]=[CH:14][CH:13]=7)[C:7]7[C:58]([C:53]=5[CH:54]=4)=[CH:11][CH:10]=[CH:9][CH:8]=7)=[CH:9][CH:8]=6)=[CH:30][C:29]=3[C:28]3[C:23]2=[CH:24][CH:25]=[CH:26][CH:27]=3)[CH:21]=[CH:20][CH:19]=[CH:18][CH:17]=1. (5) Given the reactants [C:1]1([C@@H:7]2[NH:12][C:11](=[O:13])[C@H:10]([C:14]3[S:15][CH:16]=[CH:17][CH:18]=3)[NH:9][CH2:8]2)[CH:6]=[CH:5][CH:4]=[CH:3][CH:2]=1.[F:19][C:20]1[CH:25]=[CH:24][C:23]([C@@H:26]2[CH2:28][C@H:27]2[C:29](O)=[O:30])=[CH:22][CH:21]=1.C([C@@H]1N(C(=O)/C=C/C2C=CC=CC=2)C[C@H](CC(C)C)NC1=O)C(C)C, predict the reaction product. The product is: [F:19][C:20]1[CH:21]=[CH:22][C:23]([C@@H:26]2[CH2:28][C@H:27]2[C:29]([N:9]2[CH2:8][C@H:7]([C:1]3[CH:2]=[CH:3][CH:4]=[CH:5][CH:6]=3)[NH:12][C:11](=[O:13])[C@@H:10]2[C:14]2[S:15][CH:16]=[CH:17][CH:18]=2)=[O:30])=[CH:24][CH:25]=1. (6) Given the reactants [CH2:1]([O:3][C:4]([C:6]1[CH:7]=[N:8][C:9]2[N:10]([N:13]=[CH:14][C:15]=2[C:16]2[CH:21]=[CH:20][CH:19]=[C:18]([Cl:22])[CH:17]=2)[C:11]=1Cl)=[O:5])[CH3:2].C(OC(C1C=CN2N=CC=C2N=1)=O)C, predict the reaction product. The product is: [CH2:1]([O:3][C:4]([C:6]1[CH:7]=[N:8][C:9]2[N:10]([N:13]=[CH:14][C:15]=2[C:16]2[CH:21]=[CH:20][CH:19]=[C:18]([Cl:22])[CH:17]=2)[CH:11]=1)=[O:5])[CH3:2].